Dataset: Forward reaction prediction with 1.9M reactions from USPTO patents (1976-2016). Task: Predict the product of the given reaction. (1) Given the reactants C([O:3][C:4]([C:6]1[S:7][C:8]2[N:9]=[CH:10][N:11]=[C:12]([SH:15])[C:13]=2[N:14]=1)=[O:5])C.I[CH3:17], predict the reaction product. The product is: [CH3:17][S:15][C:12]1[C:13]2[N:14]=[C:6]([C:4]([OH:3])=[O:5])[S:7][C:8]=2[N:9]=[CH:10][N:11]=1. (2) Given the reactants S(Cl)([Cl:3])=O.[C:5]12([C:15]([OH:17])=O)[CH2:14][CH:9]3[CH2:10][CH:11]([CH2:13][CH:7]([CH2:8]3)[CH2:6]1)[CH2:12]2, predict the reaction product. The product is: [C:5]12([C:15]([Cl:3])=[O:17])[CH2:14][CH:9]3[CH2:10][CH:11]([CH2:13][CH:7]([CH2:8]3)[CH2:6]1)[CH2:12]2. (3) Given the reactants Cl[C:2]1[CH:3]=[C:4]([N:17]2[CH2:22][CH2:21][O:20][CH2:19][CH2:18]2)[C:5]2[N:6]([CH:8]=[C:9]([C:11]3[CH:12]=[N:13][CH:14]=[CH:15][CH:16]=3)[N:10]=2)[N:7]=1.C(=O)([O-])[O-].[K+].[K+].O.[NH2:30][NH2:31].[CH3:32][C:33]1[CH:34]=[C:35]([CH:38]=[CH:39][CH:40]=1)[CH:36]=O, predict the reaction product. The product is: [CH3:32][C:33]1[CH:34]=[C:35]([CH:38]=[CH:39][CH:40]=1)[CH:36]=[N:30][NH:31][C:2]1[CH:3]=[C:4]([N:17]2[CH2:22][CH2:21][O:20][CH2:19][CH2:18]2)[C:5]2[N:6]([CH:8]=[C:9]([C:11]3[CH:12]=[N:13][CH:14]=[CH:15][CH:16]=3)[N:10]=2)[N:7]=1. (4) Given the reactants BrN1C(=O)CCC1=O.[Cl:9][C:10]1[CH:11]=[C:12]([CH:20]([CH2:24][CH:25]2[CH2:29][CH2:28][CH2:27][CH2:26]2)[C:21]([OH:23])=O)[CH:13]=[CH:14][C:15]=1[S:16]([CH3:19])(=[O:18])=[O:17].[NH2:30][C:31]1[NH:32][C:33]2[CH:39]=[CH:38][CH:37]=[CH:36][C:34]=2[N:35]=1.N1C=CC=CC=1, predict the reaction product. The product is: [NH:32]1[C:33]2[CH:39]=[CH:38][CH:37]=[CH:36][C:34]=2[N:35]=[C:31]1[NH:30][C:21](=[O:23])[CH:20]([C:12]1[CH:13]=[CH:14][C:15]([S:16]([CH3:19])(=[O:17])=[O:18])=[C:10]([Cl:9])[CH:11]=1)[CH2:24][CH:25]1[CH2:29][CH2:28][CH2:27][CH2:26]1. (5) Given the reactants Cl.[NH2:2][C:3]1[C:4]2[C:14]([O:15][CH2:16][C@H:17]3[CH2:22][CH2:21][CH2:20][CH2:19][NH2+:18]3)=[CH:13][CH:12]=[CH:11][C:5]=2[NH:6][S:7](=[O:10])(=[O:9])[N:8]=1.[OH:23][C:24]1[CH:32]=[N:31][CH:30]=[CH:29][C:25]=1[C:26](O)=O, predict the reaction product. The product is: [NH2:2][C:3]1[C:4]2[C:14]([O:15][CH2:16][C@H:17]3[CH2:22][CH2:21][CH2:20][CH2:19][N:18]3[CH2:26][C:25]3[CH:29]=[CH:30][N:31]=[CH:32][C:24]=3[OH:23])=[CH:13][CH:12]=[CH:11][C:5]=2[NH:6][S:7](=[O:9])(=[O:10])[N:8]=1.